Predict the reactants needed to synthesize the given product. From a dataset of Full USPTO retrosynthesis dataset with 1.9M reactions from patents (1976-2016). (1) Given the product [Cl:1][C:2]1[CH:3]=[C:4]([C:22]2[CH:27]=[CH:26][C:25]([C:28]([N:47]3[CH2:48][CH2:49][CH:44]([OH:43])[CH2:45][CH2:46]3)=[O:29])=[CH:24][CH:23]=2)[CH:5]=[C:6]([Cl:21])[C:7]=1[CH2:8][C@@H:9]1[CH2:13][CH2:12][N:11]([N:14]2[CH2:19][CH2:18][CH2:17][CH2:16][CH2:15]2)[C:10]1=[O:20], predict the reactants needed to synthesize it. The reactants are: [Cl:1][C:2]1[CH:3]=[C:4]([C:22]2[CH:27]=[CH:26][C:25]([C:28](O)=[O:29])=[CH:24][CH:23]=2)[CH:5]=[C:6]([Cl:21])[C:7]=1[CH2:8][C@@H:9]1[CH2:13][CH2:12][N:11]([N:14]2[CH2:19][CH2:18][CH2:17][CH2:16][CH2:15]2)[C:10]1=[O:20].C(N1C=CN=C1)(N1C=CN=C1)=O.[OH:43][CH:44]1[CH2:49][CH2:48][NH:47][CH2:46][CH2:45]1.C(N(C(C)C)CC)(C)C. (2) Given the product [CH2:29]([N:12]1[C:7]([C:5]([C:4]2[CH:3]=[C:2]([CH:20]=[C:19]([CH3:21])[CH:18]=2)[C:31]#[N:32])=[O:6])=[C:8]([CH:15]([CH3:17])[CH3:16])[C:9](=[O:14])[NH:10][C:11]1=[O:13])[CH3:30], predict the reactants needed to synthesize it. The reactants are: Br[C:2]1[CH:3]=[C:4]([CH:18]=[C:19]([CH3:21])[CH:20]=1)[C:5]([C:7]1[NH:12][C:11](=[O:13])[NH:10][C:9](=[O:14])[C:8]=1[CH:15]([CH3:17])[CH3:16])=[O:6].C([O-])([O-])=O.[K+].[K+].I[CH2:29][CH3:30].[CH3:31][N:32](C=O)C. (3) Given the product [Cl:1][C:2]1[CH:7]=[CH:6][C:5]([C:8]2[O:9][CH2:10][C:11]([CH3:14])([CH3:13])[N:12]=2)=[C:4]([CH:3]=1)[CH:23]=[O:24], predict the reactants needed to synthesize it. The reactants are: [Cl:1][C:2]1[CH:7]=[CH:6][C:5]([CH:8]2[NH:12][C:11]([CH3:14])([CH3:13])[CH2:10][O:9]2)=[CH:4][CH:3]=1.[Li]CCCC.CN([CH:23]=[O:24])C.O. (4) Given the product [CH3:12][O:11][C:4]1[N:3]=[C:2]([C:18]([F:20])([F:13])[F:19])[C:7]([N+:8]([O-:10])=[O:9])=[CH:6][CH:5]=1, predict the reactants needed to synthesize it. The reactants are: Cl[C:2]1[C:7]([N+:8]([O-:10])=[O:9])=[CH:6][CH:5]=[C:4]([O:11][CH3:12])[N:3]=1.[F-:13].[K+].COC(=O)[C:18](Cl)([F:20])[F:19].[NH4+].[OH-].[NH4+].[Cl-]. (5) Given the product [C:11]([O:10][C:3]1[C:4]2[CH:9]=[CH:8][CH:7]=[CH:6][C:5]=2[O:1][C:2]=1[CH3:35])(=[O:12])[CH3:15], predict the reactants needed to synthesize it. The reactants are: [O:1]1[C:5]2[CH:6]=[CH:7][CH:8]=[CH:9][C:4]=2[C:3](=[O:10])[CH2:2]1.[C:11]([CH:15]=P(C1C=CC=CC=1)(C1C=CC=CC=1)C1C=CC=CC=1)(OC)=[O:12].[C:35]1(C)C=CC=CC=1. (6) Given the product [CH2:29]([O:36][C:37]1[CH:38]=[C:39]([N:43]2[C:11]([NH2:12])=[CH:10][C:9]([C:8]([CH3:15])([CH3:14])[CH2:7][O:6][Si:5]([C:1]([CH3:4])([CH3:3])[CH3:2])([C:22]3[CH:27]=[CH:26][CH:25]=[CH:24][CH:23]=3)[C:16]3[CH:21]=[CH:20][CH:19]=[CH:18][CH:17]=3)=[N:44]2)[CH:40]=[CH:41][CH:42]=1)[C:30]1[CH:31]=[CH:32][CH:33]=[CH:34][CH:35]=1, predict the reactants needed to synthesize it. The reactants are: [C:1]([Si:5]([C:22]1[CH:27]=[CH:26][CH:25]=[CH:24][CH:23]=1)([C:16]1[CH:21]=[CH:20][CH:19]=[CH:18][CH:17]=1)[O:6][CH2:7][C:8]([CH3:15])([CH3:14])[C:9](=O)[CH2:10][C:11]#[N:12])([CH3:4])([CH3:3])[CH3:2].Cl.[CH2:29]([O:36][C:37]1[CH:38]=[C:39]([NH:43][NH2:44])[CH:40]=[CH:41][CH:42]=1)[C:30]1[CH:35]=[CH:34][CH:33]=[CH:32][CH:31]=1.CCN(C(C)C)C(C)C. (7) Given the product [F:12][C:13]1[C:19]([F:20])=[CH:18][CH:17]=[CH:16][C:14]=1[NH:15][C:2]1[N:3]=[C:4]([OH:21])[CH:5]=[CH:6][C:7]=1[N+:8]([O-:10])=[O:9], predict the reactants needed to synthesize it. The reactants are: Cl[C:2]1[C:7]([N+:8]([O-:10])=[O:9])=[CH:6][CH:5]=[C:4](Cl)[N:3]=1.[F:12][C:13]1[C:19]([F:20])=[CH:18][CH:17]=[CH:16][C:14]=1[NH2:15].[OH-:21].[K+].Cl. (8) Given the product [CH:1]1([C:4]2[N:9]=[N:8][C:7]([N:10]([CH2:30][CH:29]([CH3:32])[CH3:31])[S:11]([C:14]3[CH:15]=[CH:16][C:17]([O:20][CH2:21][C:22]4[C:23]([CH3:28])=[N:24][O:25][C:26]=4[CH3:27])=[CH:18][CH:19]=3)(=[O:12])=[O:13])=[CH:6][CH:5]=2)[CH2:2][CH2:3]1, predict the reactants needed to synthesize it. The reactants are: [CH:1]1([C:4]2[N:9]=[N:8][C:7]([NH:10][S:11]([C:14]3[CH:19]=[CH:18][C:17]([O:20][CH2:21][C:22]4[C:23]([CH3:28])=[N:24][O:25][C:26]=4[CH3:27])=[CH:16][CH:15]=3)(=[O:13])=[O:12])=[CH:6][CH:5]=2)[CH2:3][CH2:2]1.[C:29](N=C(N(C)C)N(C)C)([CH3:32])([CH3:31])[CH3:30].BrCC(C)C. (9) The reactants are: Cl.[F:2][C:3]1[CH:22]=[CH:21][C:6]([CH2:7][O:8][CH2:9][C:10]([NH:12][CH2:13][CH2:14][CH:15]2[CH2:20][CH2:19][NH:18][CH2:17][CH2:16]2)=[O:11])=[CH:5][CH:4]=1.C(N(CC)CC)C.[CH3:30][O:31][C:32]1[CH:33]=[C:34]([N:40]=[C:41]=[O:42])[CH:35]=[CH:36][C:37]=1[O:38][CH3:39]. Given the product [F:2][C:3]1[CH:22]=[CH:21][C:6]([CH2:7][O:8][CH2:9][C:10]([NH:12][CH2:13][CH2:14][CH:15]2[CH2:16][CH2:17][N:18]([C:41]([NH:40][C:34]3[CH:35]=[CH:36][C:37]([O:38][CH3:39])=[C:32]([O:31][CH3:30])[CH:33]=3)=[O:42])[CH2:19][CH2:20]2)=[O:11])=[CH:5][CH:4]=1, predict the reactants needed to synthesize it. (10) Given the product [CH3:29][N:24]1[CH2:25][CH2:26][CH2:27][CH2:28][CH:23]1[C:21]([N:18]1[CH2:19][CH2:20][NH:15][CH2:16][CH2:17]1)=[O:22], predict the reactants needed to synthesize it. The reactants are: C(O)(C(F)(F)F)=O.C(OC([N:15]1[CH2:20][CH2:19][N:18]([C:21]([CH:23]2[CH2:28][CH2:27][CH2:26][CH2:25][N:24]2[CH3:29])=[O:22])[CH2:17][CH2:16]1)=O)(C)(C)C.